Dataset: Peptide-MHC class II binding affinity with 134,281 pairs from IEDB. Task: Regression. Given a peptide amino acid sequence and an MHC pseudo amino acid sequence, predict their binding affinity value. This is MHC class II binding data. (1) The peptide sequence is PELKPGESRHTSDHM. The MHC is DRB1_0301 with pseudo-sequence DRB1_0301. The binding affinity (normalized) is 0.0592. (2) The binding affinity (normalized) is 0.0960. The MHC is H-2-IAb with pseudo-sequence H-2-IAb. The peptide sequence is RFKYLLNVSYLCHLV. (3) The peptide sequence is VFIPNYNVSVAEVLI. The MHC is DRB1_1302 with pseudo-sequence DRB1_1302. The binding affinity (normalized) is 0.791. (4) The peptide sequence is SVGLGKVLIDILAGYGAGVA. The MHC is DRB1_0701 with pseudo-sequence DRB1_0701. The binding affinity (normalized) is 0.